Predict the reactants needed to synthesize the given product. From a dataset of Full USPTO retrosynthesis dataset with 1.9M reactions from patents (1976-2016). (1) Given the product [Cl:1][C:2]1[CH:3]=[CH:4][C:5]([O:8][C:9]2[CH:28]=[CH:27][C:12]([O:13][CH2:14][C@@H:15]3[CH2:19][CH2:18][CH2:17][N:16]3[C:20](=[O:26])[CH2:21][CH2:22][C:23]([O:25][CH3:30])=[O:24])=[CH:11][CH:10]=2)=[CH:6][CH:7]=1, predict the reactants needed to synthesize it. The reactants are: [Cl:1][C:2]1[CH:7]=[CH:6][C:5]([O:8][C:9]2[CH:28]=[CH:27][C:12]([O:13][CH2:14][C@@H:15]3[CH2:19][CH2:18][CH2:17][N:16]3[C:20](=[O:26])[CH2:21][CH2:22][C:23]([OH:25])=[O:24])=[CH:11][CH:10]=2)=[CH:4][CH:3]=1.[Si](C=[N+]=[N-])(C)(C)[CH3:30]. (2) Given the product [O:5]1[CH2:6][CH2:7][CH:2]([NH:1][C:15]2[CH:20]=[C:19]([Sn:21]([CH3:24])([CH3:23])[CH3:22])[CH:18]=[CH:17][N:16]=2)[CH2:3][CH2:4]1, predict the reactants needed to synthesize it. The reactants are: [NH2:1][CH:2]1[CH2:7][CH2:6][O:5][CH2:4][CH2:3]1.C1(N[C:15]2[CH:20]=[C:19]([Sn:21]([CH3:24])([CH3:23])[CH3:22])[CH:18]=[CH:17][N:16]=2)CCCCC1. (3) Given the product [NH2:27][C:16]1[CH:17]=[C:18]([C:21]2[CH:22]=[CH:23][CH:24]=[CH:25][CH:26]=2)[CH:19]=[CH:20][C:15]=1[C:13]([NH:12][C@@H:7]([CH:1]1[CH2:6][CH2:5][CH2:4][CH2:3][CH2:2]1)[C:8]([O:10][CH3:11])=[O:9])=[O:14], predict the reactants needed to synthesize it. The reactants are: [CH:1]1([C@H:7]([NH:12][C:13]([C:15]2[CH:20]=[CH:19][C:18]([C:21]3[CH:26]=[CH:25][CH:24]=[CH:23][CH:22]=3)=[CH:17][C:16]=2[N+:27]([O-])=O)=[O:14])[C:8]([O:10][CH3:11])=[O:9])[CH2:6][CH2:5][CH2:4][CH2:3][CH2:2]1. (4) Given the product [Cl:1][C:2]1[CH:3]=[C:4]([C:5]2[N:6]=[C:12]([CH2:13][CH2:14][C:15]([OH:17])=[O:16])[O:8][N:7]=2)[CH:9]=[CH:10][CH:11]=1, predict the reactants needed to synthesize it. The reactants are: [Cl:1][C:2]1[CH:3]=[C:4]([CH:9]=[CH:10][CH:11]=1)[C:5]([NH:7][OH:8])=[NH:6].[C:12]1(=O)[O:17][C:15](=[O:16])[CH2:14][CH2:13]1. (5) The reactants are: C[O:2][C:3]1[N:8]=[CH:7][C:6]([NH:9][C:10]2[C:11]3[CH:18]=[C:17]([C:19]4[CH:24]=[CH:23][C:22]([CH2:25][N:26]5[CH2:31][CH2:30][O:29][CH2:28][CH2:27]5)=[CH:21][CH:20]=4)[NH:16][C:12]=3[N:13]=[CH:14][N:15]=2)=[CH:5][CH:4]=1.C(Cl)(Cl)Cl.C([O-])(O)=O.[Na+]. Given the product [N:26]1([CH2:25][C:22]2[CH:21]=[CH:20][C:19]([C:17]3[NH:16][C:12]4[N:13]=[CH:14][N:15]=[C:10]([NH:9][C:6]5[CH:5]=[CH:4][C:3](=[O:2])[NH:8][CH:7]=5)[C:11]=4[CH:18]=3)=[CH:24][CH:23]=2)[CH2:27][CH2:28][O:29][CH2:30][CH2:31]1, predict the reactants needed to synthesize it. (6) Given the product [N:1]1[C:6]2[CH2:7][CH2:8][C:9]3[CH:19]=[CH:18][CH:17]=[CH:16][C:10]=3[N:11]([CH2:12][CH2:13][CH2:14][NH2:15])[C:5]=2[CH:4]=[CH:3][CH:2]=1, predict the reactants needed to synthesize it. The reactants are: [N:1]1[C:6]2[CH2:7][CH2:8][C:9]3[CH:19]=[CH:18][CH:17]=[CH:16][C:10]=3[N:11]([CH2:12][CH2:13][C:14]#[N:15])[C:5]=2[CH:4]=[CH:3][CH:2]=1.B.C1COCC1.Cl.[OH-].[Na+]. (7) Given the product [CH2:23]([O:22][C:20]([N:17]1[CH:18]=[CH:19][C:14](=[O:13])[CH2:15][CH:16]1[C:5]1[CH:10]=[CH:9][CH:8]=[CH:7][C:6]=1[CH3:11])=[O:21])[C:24]1[CH:29]=[CH:28][CH:27]=[CH:26][CH:25]=1, predict the reactants needed to synthesize it. The reactants are: [Mg].II.Br[C:5]1[CH:10]=[CH:9][CH:8]=[CH:7][C:6]=1[CH3:11].C[O:13][C:14]1[CH:19]=[CH:18][N:17]=[CH:16][CH:15]=1.[CH:20]([O:22][CH:23](Cl)[C:24]1[CH:29]=[CH:28][CH:27]=[CH:26][CH:25]=1)=[O:21].C(O)(=O)CC(CC(O)=O)(C(O)=O)O.